From a dataset of Reaction yield outcomes from USPTO patents with 853,638 reactions. Predict the reaction yield, written as a fraction of the theoretical maximum amount of product (1.0 means a 100% yield; for example, 0.34 means a 34% yield). (1) The reactants are [C:1]([O:9][CH2:10][C:11]1[C:19]([C:20]2[CH:25]=[CH:24][CH:23]=[CH:22][CH:21]=2)=[C:18](O)[N:17]2[C:13](=[N:14][C:15]3[CH:30]=[CH:29][CH:28]=[CH:27][C:16]=32)[C:12]=1[C:31]#[N:32])(=[O:8])[C:2]1[CH:7]=[CH:6][CH:5]=[CH:4][CH:3]=1.P(Cl)(Cl)([Cl:35])=O. No catalyst specified. The product is [C:1]([O:9][CH2:10][C:11]1[C:19]([C:20]2[CH:25]=[CH:24][CH:23]=[CH:22][CH:21]=2)=[C:18]([Cl:35])[N:17]2[C:13](=[N:14][C:15]3[CH:30]=[CH:29][CH:28]=[CH:27][C:16]=32)[C:12]=1[C:31]#[N:32])(=[O:8])[C:2]1[CH:7]=[CH:6][CH:5]=[CH:4][CH:3]=1. The yield is 0.510. (2) The product is [N:22]1[CH:23]=[CH:24][CH:25]=[CH:26][C:21]=1[C:20]1[C:16]([C:10]2[C:9]3[C:14](=[CH:15][C:6]([O:5][CH2:4][CH2:3][CH2:2][S:30][C:31]4[N:36]=[CH:35][CH:34]=[CH:33][N:32]=4)=[CH:7][CH:8]=3)[N:13]=[CH:12][CH:11]=2)=[C:17]2[CH2:29][CH2:28][CH2:27][N:18]2[N:19]=1. The yield is 0.760. The catalyst is CN(C)C=O. The reactants are Cl[CH2:2][CH2:3][CH2:4][O:5][C:6]1[CH:15]=[C:14]2[C:9]([C:10]([C:16]3[C:20]([C:21]4[CH:26]=[CH:25][CH:24]=[CH:23][N:22]=4)=[N:19][N:18]4[CH2:27][CH2:28][CH2:29][C:17]=34)=[CH:11][CH:12]=[N:13]2)=[CH:8][CH:7]=1.[SH:30][C:31]1[N:36]=[CH:35][CH:34]=[CH:33][N:32]=1.[I-].[K+]. (3) The yield is 0.860. The reactants are [CH3:1][S-:2].[Na+].[Cl:4][C:5]1[C:11](Cl)=[CH:10][C:8]([NH2:9])=[C:7]([N+:13]([O-:15])=[O:14])[CH:6]=1. The catalyst is CN(C)C=O. The product is [Cl:4][C:5]1[C:11]([S:2][CH3:1])=[CH:10][C:8]([NH2:9])=[C:7]([N+:13]([O-:15])=[O:14])[CH:6]=1. (4) The reactants are [F:1][C:2]1[CH:7]=[CH:6][CH:5]=[CH:4][C:3]=1[C:8]1[NH:12][CH:11]=[C:10]([CH:13]=[O:14])[CH:9]=1.[O-]S(C(F)(F)[F:20])(=O)=O.ClC1C=CC=C(Cl)[N+]=1F.C(=O)([O-])O.[Na+]. The catalyst is O1CCCC1. The product is [F:20][C:9]1[C:10]([CH:13]=[O:14])=[CH:11][NH:12][C:8]=1[C:3]1[CH:4]=[CH:5][CH:6]=[CH:7][C:2]=1[F:1]. The yield is 0.130. (5) The reactants are [CH2:1]([O:3][C:4]([C:6]1[N:7]=[CH:8][N:9]2[C:15]=1[CH:14]([CH3:16])[N:13]=[C:12]([C:17]1[CH:22]=[CH:21][CH:20]=[CH:19][C:18]=1[F:23])[C:11]1[CH:24]=[C:25](Br)[CH:26]=[CH:27][C:10]2=1)=[O:5])[CH3:2].[CH3:29][Si:30]([C:33]#[CH:34])([CH3:32])[CH3:31]. The catalyst is C(#N)C.C([O-])(=O)C.[Pd+2].C1(P(C2C=CC=CC=2)C2C=CC=CC=2)C=CC=CC=1.C1(P(C2C=CC=CC=2)C2C=CC=CC=2)C=CC=CC=1.C([O-])(=O)C. The product is [CH2:1]([O:3][C:4]([C:6]1[N:7]=[CH:8][N:9]2[C:15]=1[CH:14]([CH3:16])[N:13]=[C:12]([C:17]1[CH:22]=[CH:21][CH:20]=[CH:19][C:18]=1[F:23])[C:11]1[CH:24]=[C:25]([C:34]#[C:33][Si:30]([CH3:32])([CH3:31])[CH3:29])[CH:26]=[CH:27][C:10]2=1)=[O:5])[CH3:2]. The yield is 0.790. (6) The reactants are [CH3:1][N:2]1[CH2:7][CH2:6][N:5]([CH2:8][CH2:9][O:10][C:11]2[CH:16]=[CH:15][N:14]3[C:17]([C:20]([O-:22])=O)=[CH:18][N:19]=[C:13]3[CH:12]=2)[CH2:4][CH2:3]1.[Li+].C(Cl)(=O)C(Cl)=O.[CH2:30]([N:37]1[C:45]2[CH:44]=[CH:43][CH:42]=[C:41]([NH2:46])[C:40]=2[CH:39]=[N:38]1)[C:31]1[CH:36]=[CH:35][CH:34]=[CH:33][CH:32]=1.CCN(C(C)C)C(C)C. The catalyst is C(Cl)Cl.CN(C=O)C. The product is [CH2:30]([N:37]1[C:45]2[C:40](=[C:41]([NH:46][C:20]([C:17]3[N:14]4[CH:15]=[CH:16][C:11]([O:10][CH2:9][CH2:8][N:5]5[CH2:6][CH2:7][N:2]([CH3:1])[CH2:3][CH2:4]5)=[CH:12][C:13]4=[N:19][CH:18]=3)=[O:22])[CH:42]=[CH:43][CH:44]=2)[CH:39]=[N:38]1)[C:31]1[CH:32]=[CH:33][CH:34]=[CH:35][CH:36]=1. The yield is 0.0700. (7) The reactants are C([N+](CCCC)(CCCC)CCCC)CCC.[P:18]([O:22][CH2:23][C@@H:24]1[C@@H:28]([O:29][P:30]([O:33][CH2:34][C@@H:35]2[C@@H:39]([OH:40])[C@@H:38]([OH:41])[C@H:37]([N:42]3[CH:50]=[N:49][C:48]4[C:43]3=[N:44][CH:45]=[N:46][C:47]=4[NH2:51])[O:36]2)([OH:32])=[O:31])[CH2:27][C@H:26]([N:52]2[CH:57]=[CH:56][C:55]([NH2:58])=[N:54][C:53]2=[O:59])[O:25]1)([OH:21])([OH:20])=[O:19].[CH2:60]([O:67][C:68]([NH:70][CH2:71][CH2:72][CH2:73][C@H:74]([NH:81][C:82]([O:84][C:85]([CH3:88])([CH3:87])[CH3:86])=[O:83])[C:75](OCC#N)=[O:76])=[O:69])[C:61]1[CH:66]=[CH:65][CH:64]=[CH:63][CH:62]=1. The catalyst is O.C(#N)C. The product is [CH2:60]([O:67][C:68]([NH:70][CH2:71][CH2:72][CH2:73][C@@H:74]([NH:81][C:82]([O:84][C:85]([CH3:88])([CH3:87])[CH3:86])=[O:83])[C:75]([O:40][C@H:39]1[C@@H:38]([OH:41])[C@H:37]([N:42]2[CH:50]=[N:49][C:48]3[C:43]2=[N:44][CH:45]=[N:46][C:47]=3[NH2:51])[O:36][C@H:35]1[CH2:34][O:33][P:30]([O:29][C@H:28]1[CH2:27][C@H:26]([N:52]2[CH:57]=[CH:56][C:55]([NH2:58])=[N:54][C:53]2=[O:59])[O:25][C@@H:24]1[CH2:23][O:22][P:18]([OH:21])([OH:20])=[O:19])([OH:32])=[O:31])=[O:76])=[O:69])[C:61]1[CH:62]=[CH:63][CH:64]=[CH:65][CH:66]=1. The yield is 0.290. (8) The reactants are Br[C:2]1[CH:7]=[CH:6][CH:5]=[C:4]([CH3:8])[N:3]=1.[CH2:9]([C:13]1[S:14][C:15]2[CH:21]=[CH:20][CH:19]=[CH:18][C:16]=2[N:17]=1)[CH2:10][C:11]#[CH:12]. No catalyst specified. The product is [CH3:8][C:4]1[N:3]=[C:2]([C:12]#[C:11][CH2:10][CH2:9][C:13]2[S:14][C:15]3[CH:21]=[CH:20][CH:19]=[CH:18][C:16]=3[N:17]=2)[CH:7]=[CH:6][CH:5]=1. The yield is 0.680. (9) The reactants are [N+:1]([C:4]1[CH:9]=[CH:8][C:7]([C:10]2[N:11]=[CH:12][N:13]([CH2:15][O:16][CH2:17][CH2:18][Si:19]([CH3:22])([CH3:21])[CH3:20])[CH:14]=2)=[CH:6][CH:5]=1)([O-:3])=[O:2].[Li+].CC([N-]C(C)C)C.CN([CH:34]=[O:35])C. No catalyst specified. The product is [N+:1]([C:4]1[CH:9]=[CH:8][C:7]([C:10]2[N:11]=[C:12]([CH:34]=[O:35])[N:13]([CH2:15][O:16][CH2:17][CH2:18][Si:19]([CH3:22])([CH3:21])[CH3:20])[CH:14]=2)=[CH:6][CH:5]=1)([O-:3])=[O:2]. The yield is 0.300.